Predict the reactants needed to synthesize the given product. From a dataset of Full USPTO retrosynthesis dataset with 1.9M reactions from patents (1976-2016). (1) Given the product [ClH:3].[NH2:12][C@@H:13]([CH2:17][C:18]([F:21])([F:20])[CH3:19])[C:14]([O:16][CH3:22])=[O:15], predict the reactants needed to synthesize it. The reactants are: S(Cl)([Cl:3])=O.C(OC([NH:12][C@@H:13]([CH2:17][C:18]([F:21])([F:20])[CH3:19])[C:14]([OH:16])=[O:15])=O)(C)(C)C.[CH3:22]O. (2) Given the product [CH3:3][O:4][CH2:5][C@@H:6]1[C@@H:11]2[CH2:12][CH2:13][C@@H:8]([C@H:9]([O:14][C:15]3[CH:20]=[CH:19][C:18]([C:21]([F:24])([F:23])[F:22])=[CH:17][N:16]=3)[CH2:10]2)[N:7]1[C:25]([O:27][C:28]([CH3:31])([CH3:30])[CH3:29])=[O:26], predict the reactants needed to synthesize it. The reactants are: CO[CH2:3][O:4][CH2:5][C@@H:6]1[C@@H:11]2[CH2:12][CH2:13][C@@H:8]([C@H:9]([O:14][C:15]3[CH:20]=[CH:19][C:18]([C:21]([F:24])([F:23])[F:22])=[CH:17][N:16]=3)[CH2:10]2)[N:7]1[C:25]([O:27][C:28]([CH3:31])([CH3:30])[CH3:29])=[O:26].O[C@H]1[C@@H]2CC[C@@H]([C@@H](COC)N2C(OC(C)(C)C)=O)C1.